From a dataset of Forward reaction prediction with 1.9M reactions from USPTO patents (1976-2016). Predict the product of the given reaction. (1) Given the reactants [N:1]([CH:4]([CH3:6])[CH3:5])=[C:2]=[O:3].[CH3:7][O:8][C:9]1[CH:18]=[C:17]([O:19][CH3:20])[CH:16]=[C:15]2[C:10]=1[C:11](=[O:34])[NH:12][C:13]([C:21]1[C:26]([NH:27][CH:28]3[CH2:33][CH2:32][NH:31][CH2:30][CH2:29]3)=[CH:25][CH:24]=[CH:23][N:22]=1)=[N:14]2.C(N(CC)CC)C, predict the reaction product. The product is: [CH3:7][O:8][C:9]1[CH:18]=[C:17]([O:19][CH3:20])[CH:16]=[C:15]2[C:10]=1[C:11](=[O:34])[NH:12][C:13]([C:21]1[C:26]([NH:27][CH:28]3[CH2:33][CH2:32][N:31]([C:2]([NH:1][CH:4]([CH3:6])[CH3:5])=[O:3])[CH2:30][CH2:29]3)=[CH:25][CH:24]=[CH:23][N:22]=1)=[N:14]2. (2) Given the reactants [NH2:1][C:2]1([CH2:5][C:6]2[CH:11]=[CH:10][C:9]([N:12](CC3C=CC=CC=3)CC3C=CC=CC=3)=[CH:8][CH:7]=2)[CH2:4][CH2:3]1, predict the reaction product. The product is: [NH2:1][C:2]1([CH2:5][C:6]2[CH:11]=[CH:10][C:9]([NH2:12])=[CH:8][CH:7]=2)[CH2:4][CH2:3]1.